Dataset: Full USPTO retrosynthesis dataset with 1.9M reactions from patents (1976-2016). Task: Predict the reactants needed to synthesize the given product. (1) The reactants are: [OH:1][C:2]1[CH:14]=[CH:13][C:5]2[CH:6]=[C:7]([C:9]([O:11][CH3:12])=[O:10])[O:8][C:4]=2[CH:3]=1.[H-].[Na+].CN(C=O)C.[CH2:22](Br)[C:23]1[CH:28]=[CH:27][CH:26]=[CH:25][CH:24]=1. Given the product [CH2:22]([O:1][C:2]1[CH:14]=[CH:13][C:5]2[CH:6]=[C:7]([C:9]([O:11][CH3:12])=[O:10])[O:8][C:4]=2[CH:3]=1)[C:23]1[CH:28]=[CH:27][CH:26]=[CH:25][CH:24]=1, predict the reactants needed to synthesize it. (2) Given the product [Br:1][C:2]1[CH:3]=[C:4]2[C:9](=[CH:10][CH:11]=1)[C:8]([OH:12])=[C:7]([CH:15]([OH:16])[C:14]([O:18][CH2:19][CH3:20])=[O:17])[C:6]([CH3:13])=[CH:5]2, predict the reactants needed to synthesize it. The reactants are: [Br:1][C:2]1[CH:3]=[C:4]2[C:9](=[CH:10][CH:11]=1)[C:8]([OH:12])=[CH:7][C:6]([CH3:13])=[CH:5]2.[C:14]([O:18][CH2:19][CH3:20])(=[O:17])[CH:15]=[O:16]. (3) Given the product [F:4][C:3]([F:6])([F:5])[C:1]([OH:7])=[O:2].[CH3:15][N:16]1[C:20]2[CH:21]=[C:22]([C:25]3[C:29]4[CH:30]=[C:31]5[C:36](=[CH:37][C:28]=4[NH:27][N:26]=3)[NH:35][C:34](=[O:38])[N:33]([C@@H:39]([C:41]3[CH:46]=[CH:45][CH:44]=[CH:43][CH:42]=3)[CH3:40])[C:32]5=[O:47])[CH:23]=[CH:24][C:19]=2[N:18]=[N:17]1, predict the reactants needed to synthesize it. The reactants are: [C:1]([OH:7])([C:3]([F:6])([F:5])[F:4])=[O:2].[SiH](CC)(CC)CC.[CH3:15][N:16]1[C:20]2[CH:21]=[C:22]([C:25]3[C:29]4[CH:30]=[C:31]5[C:36](=[CH:37][C:28]=4[N:27](C(C4C=CC=CC=4)(C4C=CC=CC=4)C4C=CC=CC=4)[N:26]=3)[NH:35][C:34](=[O:38])[N:33]([C@@H:39]([C:41]3[CH:46]=[CH:45][CH:44]=[CH:43][CH:42]=3)[CH3:40])[C:32]5=[O:47])[CH:23]=[CH:24][C:19]=2[N:18]=[N:17]1. (4) Given the product [ClH:23].[ClH:48].[ClH:23].[Cl:23][C:24]1[CH:25]=[CH:26][C:27]([C:30]2[O:31][C:32]([C:36]([N:41]3[CH2:42][CH2:43][NH:56][CH2:55][CH:44]3[CH2:45][O:46][C:14]3[CH:15]=[N:16][CH:11]=[CH:12][CH:13]=3)=[O:38])=[C:33]([CH3:35])[N:34]=2)=[CH:28][CH:29]=1, predict the reactants needed to synthesize it. The reactants are: CN(C(ON1N=[N:16][C:11]2[CH:12]=[CH:13][CH:14]=[CH:15]C1=2)=[N+](C)C)C.[B-](F)(F)(F)F.[Cl:23][C:24]1[CH:29]=[CH:28][C:27]([C:30]2[O:31][C:32]([C:36]([OH:38])=O)=[C:33]([CH3:35])[N:34]=2)=[CH:26][CH:25]=1.C([N:41]([CH2:44][CH3:45])[CH2:42][CH3:43])C.[OH-:46].[Na+].[ClH:48].O1CCOCC1.[CH3:55][N:56](C=O)C. (5) Given the product [C:33]([N:1]1[CH2:2][CH:3]=[C:4](/[C:7](/[C:16]2[CH:17]=[CH:18][C:19]([C:22]([F:23])([F:24])[F:25])=[CH:20][CH:21]=2)=[CH:8]/[CH:9]=[CH:10]/[C:11]([O:13][CH2:14][CH3:15])=[O:12])[CH2:5][CH2:6]1)(=[O:35])[CH3:34], predict the reactants needed to synthesize it. The reactants are: [NH:1]1[CH2:6][CH:5]=[C:4](/[C:7](/[C:16]2[CH:21]=[CH:20][C:19]([C:22]([F:25])([F:24])[F:23])=[CH:18][CH:17]=2)=[CH:8]/[CH:9]=[CH:10]/[C:11]([O:13][CH2:14][CH3:15])=[O:12])[CH2:3][CH2:2]1.C(N(CC)CC)C.[C:33](Cl)(=[O:35])[CH3:34].C(=O)([O-])O.[Na+]. (6) Given the product [Cl:8][C:6]1[N:7]=[C:2]([CH:10]=[C:11]([CH3:22])[CH3:15])[C:3]([NH2:9])=[N:4][CH:5]=1, predict the reactants needed to synthesize it. The reactants are: Br[C:2]1[C:3]([NH2:9])=[N:4][CH:5]=[C:6]([Cl:8])[N:7]=1.[CH3:10][C:11]1([CH3:22])[C:15](C)(C)OB(C=C(C)C)O1.C([O-])([O-])=O.[K+].[K+]. (7) Given the product [N:1]1[CH:6]=[CH:5][C:4]([N:7]2[C:15]3[C:10](=[CH:11][CH:12]=[CH:13][CH:14]=3)[C:9]([C:16]([OH:18])=[O:17])=[CH:8]2)=[CH:3][CH:2]=1, predict the reactants needed to synthesize it. The reactants are: [N:1]1[CH:6]=[CH:5][C:4]([N:7]2[C:15]3[C:10](=[CH:11][CH:12]=[CH:13][CH:14]=3)[C:9]([C:16]([O:18]C)=[O:17])=[CH:8]2)=[CH:3][CH:2]=1.[OH-].[K+]. (8) Given the product [NH2:22][C@@H:3]1[C:2](=[O:1])[N:8]([CH2:9][C:10]#[CH:11])[C:7]2[CH:12]=[CH:13][CH:14]=[CH:15][C:6]=2[O:5][C@@H:4]1[C:16]1[CH:21]=[CH:20][CH:19]=[CH:18][CH:17]=1, predict the reactants needed to synthesize it. The reactants are: [O:1]=[C:2]1[N:8]([CH2:9][C:10]#[CH:11])[C:7]2[CH:12]=[CH:13][CH:14]=[CH:15][C:6]=2[O:5][C@H:4]([C:16]2[CH:21]=[CH:20][CH:19]=[CH:18][CH:17]=2)[C@@H:3]1[NH:22]C(=O)OC(C)(C)C.FC(F)(F)C(O)=O. (9) Given the product [Cl:12][C:13]1[CH:18]=[C:17]([F:19])[CH:16]=[CH:15][C:14]=1[C:20]1[C:21]2[CH:29]=[CH:28][N+:27]([O-:9])=[C:26]([C:30]3[C:35]([F:36])=[CH:34][CH:33]=[CH:32][C:31]=3[F:37])[C:22]=2[N:23]=[CH:24][N:25]=1, predict the reactants needed to synthesize it. The reactants are: ClC1C=CC=C(C(OO)=[O:9])C=1.[Cl:12][C:13]1[CH:18]=[C:17]([F:19])[CH:16]=[CH:15][C:14]=1[C:20]1[C:21]2[CH:29]=[CH:28][N:27]=[C:26]([C:30]3[C:35]([F:36])=[CH:34][CH:33]=[CH:32][C:31]=3[F:37])[C:22]=2[N:23]=[CH:24][N:25]=1. (10) Given the product [N:7]1[C:16]2[C:11](=[CH:12][CH:13]=[CH:14][CH:15]=2)[CH:10]=[C:9]([C:17]2[CH:18]=[CH:19][C:20]3[NH:23][N:24]=[C:25]([NH:26][C:4]([CH:1]4[CH2:3][CH2:2]4)=[O:5])[C:21]=3[N:22]=2)[CH:8]=1, predict the reactants needed to synthesize it. The reactants are: [CH:1]1([C:4](Cl)=[O:5])[CH2:3][CH2:2]1.[N:7]1[C:16]2[C:11](=[CH:12][CH:13]=[CH:14][CH:15]=2)[CH:10]=[C:9]([C:17]2[CH:18]=[C:19]3[C:25]([NH2:26])=[N:24][NH:23][C:20]3=[CH:21][N:22]=2)[CH:8]=1.